This data is from Forward reaction prediction with 1.9M reactions from USPTO patents (1976-2016). The task is: Predict the product of the given reaction. (1) Given the reactants [CH3:1][C:2]1[CH:7]=[C:6]([O:8]C)[C:5]([N+:10]([O-:12])=[O:11])=[CH:4][C:3]=1[O:13][CH3:14].B(Cl)(Cl)Cl, predict the reaction product. The product is: [CH3:1][C:2]1[C:3]([O:13][CH3:14])=[CH:4][C:5]([N+:10]([O-:12])=[O:11])=[C:6]([OH:8])[CH:7]=1. (2) Given the reactants [H-].[Na+].[CH2:3]([OH:10])[C:4]1[CH:9]=[CH:8][CH:7]=[CH:6][CH:5]=1.[Cl:11][C:12]1[CH:17]=[C:16]([I:18])[CH:15]=[C:14](Cl)[N:13]=1.[Cl-].[NH4+], predict the reaction product. The product is: [CH2:3]([O:10][C:14]1[CH:15]=[C:16]([I:18])[CH:17]=[C:12]([Cl:11])[N:13]=1)[C:4]1[CH:9]=[CH:8][CH:7]=[CH:6][CH:5]=1. (3) The product is: [Cl:1][C:2]1[CH:3]=[C:4]2[C:5]([C:8]([C:10]3[CH:15]=[CH:14][C:13]([F:16])=[CH:12][CH:11]=3)=[CH:21][C:20](=[O:19])[O:17]2)=[CH:6][CH:7]=1. Given the reactants [Cl:1][C:2]1[CH:7]=[CH:6][C:5]([C:8]([C:10]2[CH:15]=[CH:14][C:13]([F:16])=[CH:12][CH:11]=2)=O)=[C:4]([OH:17])[CH:3]=1.C[O:19][C:20](=O)[CH:21]=P(C1C=CC=CC=1)(C1C=CC=CC=1)C1C=CC=CC=1.[Cl-].[NH4+], predict the reaction product. (4) Given the reactants Cl[C:2]1[C:7]([CH3:8])=[C:6]([O:9][CH2:10][C:11]([O:13]C)=O)[N:5]=[C:4]([CH:15]2[CH2:17][CH2:16]2)[N:3]=1.[CH:18]1([CH2:21][NH2:22])[CH2:20][CH2:19]1.O, predict the reaction product. The product is: [CH:15]1([C:4]2[N:3]=[C:2]([NH:22][CH2:21][CH:18]3[CH2:20][CH2:19]3)[C:7]([CH3:8])=[C:6]([O:9][CH2:10][C:11]([NH:3][CH2:4][CH:15]3[CH2:17][CH2:16]3)=[O:13])[N:5]=2)[CH2:17][CH2:16]1. (5) Given the reactants Cl[C:2]1[CH:11]=[CH:10][C:5]([C:6]([O:8][CH3:9])=[O:7])=[C:4]([N+:12]([O-:14])=[O:13])[CH:3]=1.[F:15][C:16]1[CH:17]=[C:18](B(O)O)[CH:19]=[CH:20][C:21]=1[F:22].[F-].[Cs+], predict the reaction product. The product is: [F:15][C:16]1[CH:17]=[C:18]([C:2]2[CH:11]=[CH:10][C:5]([C:6]([O:8][CH3:9])=[O:7])=[C:4]([N+:12]([O-:14])=[O:13])[CH:3]=2)[CH:19]=[CH:20][C:21]=1[F:22]. (6) Given the reactants [CH3:1][S:2][C:3]1[CH:8]=[CH:7][C:6]([SH:9])=[CH:5][CH:4]=1.[H-].[Na+].[C:12]([O:16][C:17]([N:19]1[CH2:24][CH2:23][CH:22]([CH2:25][CH2:26]OS(C2C=CC(C)=CC=2)(=O)=O)[CH2:21][CH2:20]1)=[O:18])([CH3:15])([CH3:14])[CH3:13], predict the reaction product. The product is: [C:12]([O:16][C:17]([N:19]1[CH2:20][CH2:21][CH:22]([CH2:25][CH2:26][S:9][C:6]2[CH:7]=[CH:8][C:3]([S:2][CH3:1])=[CH:4][CH:5]=2)[CH2:23][CH2:24]1)=[O:18])([CH3:13])([CH3:14])[CH3:15]. (7) The product is: [Br:1][C:2]1[CH:12]=[C:6]([CH2:7][OH:8])[C:5]([CH3:13])=[N:4][CH:3]=1. Given the reactants [Br:1][C:2]1[CH:3]=[N:4][C:5]([CH3:13])=[C:6]([CH:12]=1)[C:7](OCC)=[O:8].[AlH4-].[Li+], predict the reaction product. (8) Given the reactants [OH-].[Li+].[F:3][C:4]1[CH:5]=[C:6]([C:11]2[CH:16]=[CH:15][C:14]([C:17]([O:19]C)=[O:18])=[C:13]([N+:21]([O-:23])=[O:22])[CH:12]=2)[CH:7]=[CH:8][C:9]=1[F:10].CO.O, predict the reaction product. The product is: [F:3][C:4]1[CH:5]=[C:6]([C:11]2[CH:16]=[CH:15][C:14]([C:17]([OH:19])=[O:18])=[C:13]([N+:21]([O-:23])=[O:22])[CH:12]=2)[CH:7]=[CH:8][C:9]=1[F:10]. (9) Given the reactants [Cl:1][C:2]1[CH:11]=[CH:10][CH:9]=[C:8]([CH:12]=[CH2:13])[C:3]=1[C:4]([O:6]C)=[O:5].[OH-].[Na+].Cl, predict the reaction product. The product is: [Cl:1][C:2]1[CH:11]=[CH:10][CH:9]=[C:8]([CH:12]=[CH2:13])[C:3]=1[C:4]([OH:6])=[O:5].